From a dataset of Catalyst prediction with 721,799 reactions and 888 catalyst types from USPTO. Predict which catalyst facilitates the given reaction. (1) Reactant: CC(OI1(OC(C)=O)(OC(C)=O)OC(=O)C2C=CC=CC1=2)=O.[Br:23][C:24]1[CH:29]=[CH:28][C:27]([CH:30]([OH:35])[C:31]([O:33][CH3:34])=[O:32])=[CH:26][CH:25]=1. Product: [Br:23][C:24]1[CH:25]=[CH:26][C:27]([C:30](=[O:35])[C:31]([O:33][CH3:34])=[O:32])=[CH:28][CH:29]=1. The catalyst class is: 2. (2) Reactant: [C:1]([O:5][C:6]([NH:8][CH2:9][C@H:10]1[CH2:15][CH2:14][C@H:13]([C:16]([NH:18][C@@H:19]([CH2:23][C:24]2[CH:29]=[CH:28][C:27]([C:30]3[CH:35]=[CH:34][C:33]([C:36](=[O:51])[NH:37][CH:38]4[CH2:43][CH2:42][N:41]([C:44]([O:46][C:47]([CH3:50])([CH3:49])[CH3:48])=[O:45])[CH2:40][CH2:39]4)=[CH:32][C:31]=3[CH3:52])=[CH:26][CH:25]=2)[C:20](O)=[O:21])=[O:17])[CH2:12][CH2:11]1)=[O:7])([CH3:4])([CH3:3])[CH3:2].[NH2:53][C:54]1[CH:59]=[CH:58][C:57]([C:60]2[NH:64][N:63]=[C:62]([C:65]([F:74])([F:73])[C:66]([F:72])([F:71])[C:67]([O:69][CH3:70])=[O:68])[N:61]=2)=[CH:56][CH:55]=1.C(P1(=O)OP(=O)(CCC)OP(=O)(CCC)O1)CC. Product: [C:1]([O:5][C:6]([NH:8][CH2:9][C@H:10]1[CH2:15][CH2:14][C@H:13]([C:16]([NH:18][C@H:19]([C:20](=[O:21])[NH:53][C:54]2[CH:55]=[CH:56][C:57]([C:60]3[NH:64][N:63]=[C:62]([C:65]([F:74])([F:73])[C:66]([F:72])([F:71])[C:67]([O:69][CH3:70])=[O:68])[N:61]=3)=[CH:58][CH:59]=2)[CH2:23][C:24]2[CH:29]=[CH:28][C:27]([C:30]3[CH:35]=[CH:34][C:33]([C:36]([NH:37][CH:38]4[CH2:39][CH2:40][N:41]([C:44]([O:46][C:47]([CH3:50])([CH3:49])[CH3:48])=[O:45])[CH2:42][CH2:43]4)=[O:51])=[CH:32][C:31]=3[CH3:52])=[CH:26][CH:25]=2)=[O:17])[CH2:12][CH2:11]1)=[O:7])([CH3:3])([CH3:2])[CH3:4]. The catalyst class is: 17. (3) Reactant: Br[C:2]1[CH:7]=[C:6]([C:8]2[N:12]3[CH:13]=[CH:14][CH:15]=[CH:16][C:11]3=[N:10][C:9]=2[C:17]2[CH:22]=[CH:21][CH:20]=[CH:19][N:18]=2)[CH:5]=[CH:4][N:3]=1.[Br:23][C:24]1[CH:29]=[CH:28][C:27](B(O)O)=[CH:26][CH:25]=1. Product: [Br:23][C:24]1[CH:29]=[CH:28][C:27]([C:2]2[CH:7]=[C:6]([C:8]3[N:12]4[CH:13]=[CH:14][CH:15]=[CH:16][C:11]4=[N:10][C:9]=3[C:17]3[CH:22]=[CH:21][CH:20]=[CH:19][N:18]=3)[CH:5]=[CH:4][N:3]=2)=[CH:26][CH:25]=1. The catalyst class is: 61.